This data is from Full USPTO retrosynthesis dataset with 1.9M reactions from patents (1976-2016). The task is: Predict the reactants needed to synthesize the given product. Given the product [N:69]12[CH2:75][CH2:74][CH:72]([CH2:71][CH2:70]1)[CH2:73][C@H:68]2[C:66]1[NH:63][C:62](=[O:64])[C:60]2[S:61][C:57]([Br:56])=[CH:58][C:59]=2[N:65]=1, predict the reactants needed to synthesize it. The reactants are: NC1C=C(Br)SC=1C(N)=O.Cl.N12CCC(CC1)C[C@H]2C(O)=O.C(N(C(C)C)C(C)C)C.F[P-](F)(F)(F)(F)F.N1(OC(N(C)C)=[N+](C)C)C2N=CC=CC=2N=N1.[Br:56][C:57]1[S:61][C:60]([C:62](=[O:64])[NH2:63])=[C:59]([NH:65][C:66]([C@@H:68]2[CH2:73][CH:72]3[CH2:74][CH2:75][N:69]2[CH2:70][CH2:71]3)=O)[CH:58]=1.